From a dataset of Full USPTO retrosynthesis dataset with 1.9M reactions from patents (1976-2016). Predict the reactants needed to synthesize the given product. (1) Given the product [CH:24]1([CH2:23][CH2:22][NH:21][C:20]([C:17]2[CH:18]=[CH:19][C:14]([C:11]3[CH2:12][CH2:13][NH:8][CH2:9][CH:10]=3)=[N:15][CH:16]=2)=[O:27])[CH2:26][CH2:25]1, predict the reactants needed to synthesize it. The reactants are: C(OC([N:8]1[CH2:13][CH:12]=[C:11]([C:14]2[CH:19]=[CH:18][C:17]([C:20](=[O:27])[NH:21][CH2:22][CH2:23][CH:24]3[CH2:26][CH2:25]3)=[CH:16][N:15]=2)[CH2:10][CH2:9]1)=O)(C)(C)C.FC(F)(F)C(O)=O. (2) The reactants are: CC1(C)C(C)(C)OB([C:9]2[CH:10]=[N:11][N:12]([C:14]([O:16][C:17]([CH3:20])([CH3:19])[CH3:18])=[O:15])[CH:13]=2)O1.[C:22](=[O:25])([O-])[O-].[Na+].[Na+].C(O[CH2:32][CH3:33])(=O)C. Given the product [CH:22]([C:9]1[CH:13]=[C:32]([C:9]2[CH:10]=[N:11][N:12]([C:14]([O:16][C:17]([CH3:18])([CH3:19])[CH3:20])=[O:15])[CH:13]=2)[CH:33]=[N:11][CH:10]=1)=[O:25], predict the reactants needed to synthesize it. (3) Given the product [Br:1][C:2]1[CH:11]=[C:10]([F:12])[C:5]2[N:6]=[C:7]([CH3:8])[O:9][C:4]=2[CH:3]=1, predict the reactants needed to synthesize it. The reactants are: [Br:1][C:2]1[CH:11]=[C:10]([F:12])[C:5]([NH:6][C:7](=[O:9])[CH3:8])=[C:4](F)[CH:3]=1.C(=O)([O-])[O-].[Cs+].[Cs+]. (4) Given the product [NH2:22][C:20]1[CH:19]=[CH:18][C:10]([C:11]([O:13][C:14]([CH3:17])([CH3:16])[CH3:15])=[O:12])=[C:9]([NH:8][C:7]2[CH:25]=[CH:26][C:4]([F:3])=[CH:5][CH:6]=2)[CH:21]=1, predict the reactants needed to synthesize it. The reactants are: CO.[F:3][C:4]1[CH:26]=[CH:25][C:7]([NH:8][C:9]2[CH:21]=[C:20]([N+:22]([O-])=O)[CH:19]=[CH:18][C:10]=2[C:11]([O:13][C:14]([CH3:17])([CH3:16])[CH3:15])=[O:12])=[CH:6][CH:5]=1. (5) Given the product [Br:8][CH2:9][CH2:10][O:7][C:1]1[CH:6]=[CH:5][CH:4]=[CH:3][CH:2]=1, predict the reactants needed to synthesize it. The reactants are: [C:1]1([OH:7])[CH:6]=[CH:5][CH:4]=[CH:3][CH:2]=1.[Br:8][CH2:9][CH2:10]Br.C([O-])([O-])=O.[K+].[K+]. (6) Given the product [CH3:1][NH:2][C:4]([NH:3][C:6]1[CH:11]=[CH:10][CH:9]=[C:8]([B:12]2[O:16][C:15]([CH3:18])([CH3:17])[C:14]([CH3:20])([CH3:19])[O:13]2)[CH:7]=1)=[O:5], predict the reactants needed to synthesize it. The reactants are: [CH3:1][NH2:2].[N:3]([C:6]1[CH:7]=[C:8]([B:12]2[O:16][C:15]([CH3:18])([CH3:17])[C:14]([CH3:20])([CH3:19])[O:13]2)[CH:9]=[CH:10][CH:11]=1)=[C:4]=[O:5]. (7) Given the product [Si:30]([O:1][CH2:2][C@H:3]([N:10]1[CH:15]=[CH:14][CH:13]=[C:12]([C:16]([O:18][CH3:19])=[O:17])[C:11]1=[O:20])[C:4]1[CH:5]=[CH:6][CH:7]=[CH:8][CH:9]=1)([C:26]([CH3:29])([CH3:28])[CH3:27])([CH3:32])[CH3:31], predict the reactants needed to synthesize it. The reactants are: [OH:1][CH2:2][C@H:3]([N:10]1[CH:15]=[CH:14][CH:13]=[C:12]([C:16]([O:18][CH3:19])=[O:17])[C:11]1=[O:20])[C:4]1[CH:9]=[CH:8][CH:7]=[CH:6][CH:5]=1.N1C=CN=C1.[C:26]([Si:30](Cl)([CH3:32])[CH3:31])([CH3:29])([CH3:28])[CH3:27]. (8) Given the product [CH3:13][O:14][C:15]1[CH:23]=[CH:22][C:18]([C:19]([NH:12][C:7]2([C:5]([OH:4])=[O:6])[CH2:8][CH:9]([CH3:11])[CH2:10]2)=[O:20])=[CH:17][C:16]=1[O:24][CH2:25][CH2:26][C:27]1[CH:28]=[C:29]([CH3:33])[CH:30]=[CH:31][CH:32]=1, predict the reactants needed to synthesize it. The reactants are: Cl.C([O:4][C:5]([C:7]1([NH2:12])[CH2:10][CH:9]([CH3:11])[CH2:8]1)=[O:6])C.[CH3:13][O:14][C:15]1[CH:23]=[CH:22][C:18]([C:19](O)=[O:20])=[CH:17][C:16]=1[O:24][CH2:25][CH2:26][C:27]1[CH:28]=[C:29]([CH3:33])[CH:30]=[CH:31][CH:32]=1. (9) Given the product [CH:16]1([CH:15]2[N:10]([C:9]3[CH:8]=[C:7]([C:26]#[C:27][C:28]([CH3:30])([CH3:31])[CH3:29])[S:6][C:5]=3[C:3]([OH:2])=[O:4])[C:11](=[O:25])[C@H:12]([CH2:22][CH2:23][CH2:24][OH:41])[CH2:13][CH2:14]2)[CH2:17][CH2:18][CH2:19][CH2:20][CH2:21]1, predict the reactants needed to synthesize it. The reactants are: C[O:2][C:3]([C:5]1[S:6][C:7]([C:26]#[C:27][C:28]([CH3:31])([CH3:30])[CH3:29])=[CH:8][C:9]=1[N:10]1[CH:15]([CH:16]2[CH2:21][CH2:20][CH2:19][CH2:18][CH2:17]2)[CH2:14][CH2:13][C@@H:12]([CH2:22][CH:23]=[CH2:24])[C:11]1=[O:25])=[O:4].B1C2CCCC1CCC2.[OH-:41].[Na+].OO. (10) Given the product [Cl:3][C:4]1[CH:5]=[C:6]([CH2:23][C:24]([NH:26][C@@H:27]([C:32]2[CH:33]=[CH:34][CH:35]=[CH:36][CH:37]=2)[C:28]([OH:30])=[O:29])=[O:25])[CH:7]=[C:8]([Cl:22])[C:9]=1[O:10][CH2:11][C:12]1[CH:17]=[C:16]([CH3:18])[CH:15]=[C:14]([NH:19][CH2:20][CH3:21])[CH:13]=1, predict the reactants needed to synthesize it. The reactants are: [OH-].[Na+].[Cl:3][C:4]1[CH:5]=[C:6]([CH2:23][C:24]([NH:26][C@@H:27]([C:32]2[CH:37]=[CH:36][CH:35]=[CH:34][CH:33]=2)[C:28]([O:30]C)=[O:29])=[O:25])[CH:7]=[C:8]([Cl:22])[C:9]=1[O:10][CH2:11][C:12]1[CH:17]=[C:16]([CH3:18])[CH:15]=[C:14]([NH:19][CH2:20][CH3:21])[CH:13]=1.